Dataset: Full USPTO retrosynthesis dataset with 1.9M reactions from patents (1976-2016). Task: Predict the reactants needed to synthesize the given product. (1) Given the product [C:1]([C:5]1[O:9][C:8]([CH2:10][Br:15])=[C:7]([C:11]([O:13][CH3:14])=[O:12])[CH:6]=1)([CH3:4])([CH3:2])[CH3:3], predict the reactants needed to synthesize it. The reactants are: [C:1]([C:5]1[O:9][C:8]([CH3:10])=[C:7]([C:11]([O:13][CH3:14])=[O:12])[CH:6]=1)([CH3:4])([CH3:3])[CH3:2].[Br:15]N1C(=O)CCC1=O. (2) Given the product [F:1][C:2]1[CH:7]=[C:6]([O:15][CH2:14][C:13]([F:17])([F:16])[F:12])[C:5]([N+:9]([O-:11])=[O:10])=[CH:4][N:3]=1, predict the reactants needed to synthesize it. The reactants are: [F:1][C:2]1[CH:7]=[C:6](F)[C:5]([N+:9]([O-:11])=[O:10])=[CH:4][N:3]=1.[F:12][C:13]([F:17])([F:16])[CH2:14][OH:15].C(N(CC)CC)C. (3) Given the product [F:10][C@H:6]1[CH2:7][CH2:8][CH2:9][C@@H:4]([NH2:1])[C@H:5]1[NH2:11], predict the reactants needed to synthesize it. The reactants are: [N:1]([C@@H:4]1[CH2:9][CH2:8][CH2:7][C@H:6]([F:10])[C@@H:5]1[N:11]=[N+]=[N-])=[N+]=[N-]. (4) Given the product [Cl:1][C:2]1[CH:3]=[CH:4][C:5]([NH:12][CH2:13][C:14]([F:15])([F:16])[F:17])=[C:6]([CH:11]=1)[C:7]([OH:9])=[O:8], predict the reactants needed to synthesize it. The reactants are: [Cl:1][C:2]1[CH:3]=[CH:4][C:5]([NH:12][CH2:13][C:14]([F:17])([F:16])[F:15])=[C:6]([CH:11]=1)[C:7]([O:9]C)=[O:8].[OH-].[Na+].